From a dataset of Full USPTO retrosynthesis dataset with 1.9M reactions from patents (1976-2016). Predict the reactants needed to synthesize the given product. (1) Given the product [CH2:1]([C:3]1[CH:7]=[C:6]([CH2:8][CH3:9])[N:5]([C:10]2[CH:11]=[CH:12][C:13]([O:16][CH2:24][CH2:25][CH2:26][N:27]3[CH2:31][CH2:30][CH2:29][CH2:28]3)=[CH:14][CH:15]=2)[N:4]=1)[CH3:2], predict the reactants needed to synthesize it. The reactants are: [CH2:1]([C:3]1[CH:7]=[C:6]([CH2:8][CH3:9])[N:5]([C:10]2[CH:15]=[CH:14][C:13]([OH:16])=[CH:12][CH:11]=2)[N:4]=1)[CH3:2].C(=O)([O-])[O-].[K+].[K+].Cl[CH2:24][CH2:25][CH2:26][N:27]1[CH2:31][CH2:30][CH2:29][CH2:28]1. (2) Given the product [CH3:1][C@@H:2]1[N:6]2[C:7]3[C:16]4[C:11](=[CH:12][CH:13]=[CH:14][CH:15]=4)[N+:10]([O-:33])=[CH:9][C:8]=3[N:17]=[C:5]2[N:4]([C:18]([O:20][C:21]([CH3:23])([CH3:22])[CH3:24])=[O:19])[CH2:3]1, predict the reactants needed to synthesize it. The reactants are: [CH3:1][C@@H:2]1[N:6]2[C:7]3[C:16]4[C:11](=[CH:12][CH:13]=[CH:14][CH:15]=4)[N:10]=[CH:9][C:8]=3[N:17]=[C:5]2[N:4]([C:18]([O:20][C:21]([CH3:24])([CH3:23])[CH3:22])=[O:19])[CH2:3]1.C1C=C(Cl)C=C(C(OO)=[O:33])C=1.C([O-])([O-])=O.[Na+].[Na+]. (3) Given the product [CH3:19][N:18]([CH3:20])[CH:15]1[CH2:16][CH2:17][CH:12]([NH:11][C:4]2[C:5]3[CH:10]=[CH:9][NH:8][C:6]=3[N:7]=[C:2]([NH:21][C:22]3[CH:27]=[CH:26][CH:25]=[CH:24][CH:23]=3)[N:3]=2)[CH2:13][CH2:14]1, predict the reactants needed to synthesize it. The reactants are: Cl[C:2]1[N:3]=[C:4]([NH:11][CH:12]2[CH2:17][CH2:16][CH:15]([N:18]([CH3:20])[CH3:19])[CH2:14][CH2:13]2)[C:5]2[CH:10]=[CH:9][NH:8][C:6]=2[N:7]=1.[NH2:21][C:22]1[CH:27]=[CH:26][CH:25]=[CH:24][CH:23]=1. (4) Given the product [CH2:19]([O:18][C:6]([N:5]1[C:9]2[CH:10]=[CH:11][C:12]([N+:14]([O-:16])=[O:15])=[CH:13][C:8]=2[O:7][CH2:2][CH2:3][CH2:4]1)=[O:17])[CH3:20], predict the reactants needed to synthesize it. The reactants are: Cl[CH2:2][CH2:3][CH2:4][N:5]1[C:9]2[CH:10]=[CH:11][C:12]([N+:14]([O-:16])=[O:15])=[CH:13][C:8]=2[O:7][C:6]1=[O:17].[O-:18][CH2:19][CH3:20].[K+].CCOCC.O. (5) Given the product [NH2:6][C:5]1[N:15]([CH3:14])[N:16]=[C:1]([CH3:2])[C:4]=1[C:7]1[CH:12]=[CH:11][C:10]([F:13])=[CH:9][CH:8]=1, predict the reactants needed to synthesize it. The reactants are: [C:1]([CH:4]([C:7]1[CH:12]=[CH:11][C:10]([F:13])=[CH:9][CH:8]=1)[C:5]#[N:6])(=O)[CH3:2].[CH3:14][NH:15][NH2:16]. (6) Given the product [OH:11][CH:10]1[C:1]2[CH2:6][CH2:5][CH2:4][CH2:3][C:2]=2[C:7](=[O:8])[O:9]1, predict the reactants needed to synthesize it. The reactants are: [C:1]12[C:10](=[O:11])[O:9][C:7](=[O:8])[C:2]=1[CH2:3][CH2:4][CH2:5][CH2:6]2.[BH4-].[Na+].Cl. (7) Given the product [ClH:32].[ClH:32].[NH2:8][C@@H:9]1[CH2:14][CH2:13][CH2:12][N:11]([C:15]([CH:17]2[CH2:25][C:24]3[C:19](=[CH:20][CH:21]=[CH:22][CH:23]=3)[N:18]2[C:26]2[N:31]=[CH:30][CH:29]=[CH:28][N:27]=2)=[O:16])[CH2:10]1, predict the reactants needed to synthesize it. The reactants are: C(OC([NH:8][C@@H:9]1[CH2:14][CH2:13][CH2:12][N:11]([C:15]([CH:17]2[CH2:25][C:24]3[C:19](=[CH:20][CH:21]=[CH:22][CH:23]=3)[N:18]2[C:26]2[N:31]=[CH:30][CH:29]=[CH:28][N:27]=2)=[O:16])[CH2:10]1)=O)(C)(C)C.[ClH:32].